The task is: Predict the reactants needed to synthesize the given product.. This data is from Full USPTO retrosynthesis dataset with 1.9M reactions from patents (1976-2016). Given the product [C:11]([O:15][C:16]([N:18]1[CH2:19][CH:20]=[C:21]([C:2]2[CH:7]=[CH:6][CH:5]=[CH:4][C:3]=2[N+:8]([O-:10])=[O:9])[CH2:22][CH2:23]1)=[O:17])([CH3:14])([CH3:12])[CH3:13], predict the reactants needed to synthesize it. The reactants are: Cl[C:2]1[CH:7]=[CH:6][CH:5]=[CH:4][C:3]=1[N+:8]([O-:10])=[O:9].[C:11]([O:15][C:16]([N:18]1[CH2:23][CH:22]=[C:21](B2OC(C)(C)C(C)(C)O2)[CH2:20][CH2:19]1)=[O:17])([CH3:14])([CH3:13])[CH3:12].[O-]P([O-])([O-])=O.[K+].[K+].[K+].